Dataset: Full USPTO retrosynthesis dataset with 1.9M reactions from patents (1976-2016). Task: Predict the reactants needed to synthesize the given product. (1) Given the product [CH2:1]([O:8][C:9]1[C:10]([Cl:30])=[CH:11][C:12]([C:13]([N:15]2[C:16]3[CH:21]=[CH:20][CH:19]=[CH:18][C:17]=3[O:22][CH2:23][CH2:24][CH2:25]2)=[O:14])=[CH:27][C:28]=1[Cl:29])[C:2]1[CH:3]=[CH:4][CH:5]=[CH:6][CH:7]=1, predict the reactants needed to synthesize it. The reactants are: [CH2:1]([O:8][C:9]1[C:28]([Cl:29])=[CH:27][C:12]([C:13]([NH:15][C:16]2[CH:21]=[CH:20][CH:19]=[CH:18][C:17]=2[O:22][CH2:23][CH2:24][CH2:25]Cl)=[O:14])=[CH:11][C:10]=1[Cl:30])[C:2]1[CH:7]=[CH:6][CH:5]=[CH:4][CH:3]=1.[H-].[Na+].[I-].[Na+].C(O)(=O)CC(CC(O)=O)(C(O)=O)O. (2) Given the product [NH2:26][C:13]1[CH:12]=[CH:11][C:10]([N:4]2[CH:5]3[CH2:8][CH2:9][N:1]([CH2:7][CH2:6]3)[CH2:2][CH2:3]2)=[CH:25][C:14]=1[C:15]([NH:17][CH2:18][C:19]([NH:21][CH:22]([CH3:24])[CH3:23])=[O:20])=[O:16], predict the reactants needed to synthesize it. The reactants are: [N:1]12[CH2:9][CH2:8][CH:5]([CH2:6][CH2:7]1)[N:4]([C:10]1[CH:11]=[CH:12][C:13]([N+:26]([O-])=O)=[C:14]([CH:25]=1)[C:15]([NH:17][CH2:18][C:19]([NH:21][CH:22]([CH3:24])[CH3:23])=[O:20])=[O:16])[CH2:3][CH2:2]2.[H][H]. (3) Given the product [CH2:13]([N:3]([CH2:1][CH3:2])[C:4]1[CH:11]=[CH:10][C:7]([CH:8]=[O:9])=[C:6]([O:12][CH2:18][CH:17]([CH2:15][CH3:16])[CH2:20][CH2:21][CH2:22][CH3:23])[CH:5]=1)[CH3:14], predict the reactants needed to synthesize it. The reactants are: [CH2:1]([N:3]([CH2:13][CH3:14])[C:4]1[CH:11]=[CH:10][C:7]([CH:8]=[O:9])=[C:6]([OH:12])[CH:5]=1)[CH3:2].[CH2:15]([CH:17]([CH2:20][CH2:21][CH2:22][CH3:23])[CH2:18]Br)[CH3:16].[OH-].[Na+]. (4) Given the product [CH3:1][C:3]1[O:7][C:6]([CH2:8][CH2:9][NH2:10])=[N:5][N:4]=1, predict the reactants needed to synthesize it. The reactants are: [CH2:1]([C:3]1[O:7][C:6]([CH2:8][CH2:9][NH2:10])=[N:5][N:4]=1)C.C1(C2OC(CCN)=NN=2)CCC1.C(C1OC(CCN)=NN=1)(C)(C)C. (5) Given the product [BrH:1].[O:23]=[C:14]1[N:13]([C:10]2[CH:11]=[CH:12][C:4]3[C:3]4[N:36]=[C:34]([NH:33][CH2:32][CH2:31][N:25]5[CH2:30][CH2:29][CH2:28][CH2:27][CH2:26]5)[S:35][C:2]=4[CH2:8][CH2:7][CH2:6][C:5]=3[CH:9]=2)[CH2:17][C@H:16]([CH2:18][NH:19][C:20](=[O:22])[CH3:21])[O:15]1, predict the reactants needed to synthesize it. The reactants are: [Br:1][CH:2]1[CH2:8][CH2:7][CH2:6][C:5]2[CH:9]=[C:10]([N:13]3[CH2:17][C@H:16]([CH2:18][NH:19][C:20](=[O:22])[CH3:21])[O:15][C:14]3=[O:23])[CH:11]=[CH:12][C:4]=2[C:3]1=O.[N:25]1([CH2:31][CH2:32][NH:33][C:34]([NH2:36])=[S:35])[CH2:30][CH2:29][CH2:28][CH2:27][CH2:26]1. (6) Given the product [F:20][C:19]([F:22])([F:21])[O:18][C:13]1[CH:14]=[CH:15][CH:16]=[CH:17][C:12]=1[C:10]1[CH:9]=[CH:8][C:6]2[NH:7][C:3]([C:2]3[O:33][CH2:32][C:26]4([CH2:31][CH2:30][CH2:29][CH2:28][CH2:27]4)[N:25]=3)=[N:4][C:5]=2[CH:11]=1, predict the reactants needed to synthesize it. The reactants are: Cl[C:2](Cl)(Cl)[C:3]1[NH:7][C:6]2[CH:8]=[CH:9][C:10]([C:12]3[CH:17]=[CH:16][CH:15]=[CH:14][C:13]=3[O:18][C:19]([F:22])([F:21])[F:20])=[CH:11][C:5]=2[N:4]=1.[NH2:25][C:26]1([CH2:32][OH:33])[CH2:31][CH2:30][CH2:29][CH2:28][CH2:27]1.O. (7) Given the product [Cl:14][C:15]1[CH:21]=[C:20]([Cl:22])[CH:19]=[CH:18][C:16]=1[NH:17][C:2]1[CH:10]=[C:9]([CH:11]([CH3:13])[CH3:12])[C:5]([C:6]([OH:8])=[O:7])=[CH:4][N:3]=1, predict the reactants needed to synthesize it. The reactants are: Cl[C:2]1[CH:10]=[C:9]([CH:11]([CH3:13])[CH3:12])[C:5]([C:6]([OH:8])=[O:7])=[CH:4][N:3]=1.[Cl:14][C:15]1[CH:21]=[C:20]([Cl:22])[CH:19]=[CH:18][C:16]=1[NH2:17].